From a dataset of Forward reaction prediction with 1.9M reactions from USPTO patents (1976-2016). Predict the product of the given reaction. (1) Given the reactants [OH:1][C:2]1[CH:11]=[C:10]2[C:5]([CH2:6][CH2:7][C:8](=[O:12])[NH:9]2)=[CH:4][CH:3]=1.C(=O)([O-])[O-].[K+].[K+].[Br:19][CH2:20][CH2:21][CH2:22][CH2:23]Br, predict the reaction product. The product is: [Br:19][CH2:20][CH2:21][CH2:22][CH2:23][O:1][C:2]1[CH:11]=[C:10]2[C:5]([CH2:6][CH2:7][C:8](=[O:12])[NH:9]2)=[CH:4][CH:3]=1. (2) Given the reactants [C:1]([O:5][C:6](=[O:27])[NH:7][C:8]1[CH:13]=[C:12]([N:14]([CH2:16][CH:17]2[CH2:19][CH2:18]2)[CH3:15])[C:11]([C:20]([F:23])([F:22])[F:21])=[CH:10][C:9]=1[N+:24]([O-])=O)([CH3:4])([CH3:3])[CH3:2].O.O.Cl[Sn]Cl, predict the reaction product. The product is: [C:1]([O:5][C:6](=[O:27])[NH:7][C:8]1[CH:13]=[C:12]([N:14]([CH2:16][CH:17]2[CH2:19][CH2:18]2)[CH3:15])[C:11]([C:20]([F:23])([F:22])[F:21])=[CH:10][C:9]=1[NH2:24])([CH3:4])([CH3:2])[CH3:3]. (3) Given the reactants [CH:1]([O:4][C:5]1[CH:6]=[C:7]([CH:17]=[C:18]([O:20][C:21]2[CH:22]=[N:23][C:24]([C:27]3[N:31]=[C:30](SC)[O:29][N:28]=3)=[CH:25][CH:26]=2)[CH:19]=1)[C:8]([NH:10][C:11]1[CH:15]=[CH:14][N:13]([CH3:16])[N:12]=1)=[O:9])([CH3:3])[CH3:2].[CH3:34][NH2:35].[CH2:36]1COCC1.C(OCC)C.C(OCC)(=O)C, predict the reaction product. The product is: [CH3:34][N:35]([CH3:36])[C:30]1[O:29][N:28]=[C:27]([C:24]2[N:23]=[CH:22][C:21]([O:20][C:18]3[CH:17]=[C:7]([CH:6]=[C:5]([O:4][CH:1]([CH3:3])[CH3:2])[CH:19]=3)[C:8]([NH:10][C:11]3[CH:15]=[CH:14][N:13]([CH3:16])[N:12]=3)=[O:9])=[CH:26][CH:25]=2)[N:31]=1. (4) Given the reactants [CH3:1][C:2]1[CH:7]=[C:6]([C:8]([F:11])([F:10])[F:9])[CH:5]=[CH:4][C:3]=1[C:12](=[O:15])[CH2:13][CH3:14].[Br:16]N1C(=O)CCC1=O, predict the reaction product. The product is: [Br:16][CH:13]([CH3:14])[C:12]([C:3]1[CH:4]=[CH:5][C:6]([C:8]([F:9])([F:10])[F:11])=[CH:7][C:2]=1[CH3:1])=[O:15]. (5) The product is: [C:1]1([C:10]2[CH:15]=[CH:14][CH:13]=[CH:12][CH:11]=2)[CH:6]=[CH:5][C:4]([C:55]2[C:56]([CH3:69])=[N:57][N:58]([C:61]3[CH:66]=[CH:65][CH:64]=[C:63]([O:67][CH3:68])[CH:62]=3)[C:59]=2[CH3:60])=[CH:3][CH:2]=1. Given the reactants [C:1]1([C:10]2[CH:15]=[CH:14][CH:13]=[CH:12][CH:11]=2)[CH:6]=[CH:5][C:4](B(O)O)=[CH:3][CH:2]=1.C1(P(C2CCCCC2)C2CCCCC2)CCCCC1.C1(P(C2CCCCC2)C2CCCCC2)CCCCC1.Br[C:55]1[C:56]([CH3:69])=[N:57][N:58]([C:61]2[CH:66]=[CH:65][CH:64]=[C:63]([O:67][CH3:68])[CH:62]=2)[C:59]=1[CH3:60].[O-]P([O-])([O-])=O.[K+].[K+].[K+], predict the reaction product. (6) Given the reactants Cl.[CH2:2]([O:4][C:5](=[O:8])[CH2:6][NH2:7])[CH3:3].C(N([CH2:14][CH3:15])CC)C.C([CH:18]([C:22](Cl)=[O:23])[C:19](Cl)=[O:20])C.C(=O)([O-])[O-:26].[K+].[K+], predict the reaction product. The product is: [CH2:2]([O:4][C:5](=[O:8])[CH2:6][NH:7][C:22](=[O:23])[CH2:18][C:19]([O:20][CH2:14][CH3:15])=[O:26])[CH3:3].